This data is from Reaction yield outcomes from USPTO patents with 853,638 reactions. The task is: Predict the reaction yield, written as a fraction of the theoretical maximum amount of product (1.0 means a 100% yield; for example, 0.34 means a 34% yield). (1) The reactants are C(OC([N:8]1[C:12]([C:14]2[CH:19]=[CH:18][CH:17]=[C:16]([Br:20])[CH:15]=2)([CH3:13])[CH2:11][O:10][S:9]1(=[O:22])=[O:21])=O)(C)(C)C.C(Cl)Cl. The catalyst is C(O)(C(F)(F)F)=O. The product is [Br:20][C:16]1[CH:15]=[C:14]([C:12]2([CH3:13])[CH2:11][O:10][S:9](=[O:22])(=[O:21])[NH:8]2)[CH:19]=[CH:18][CH:17]=1. The yield is 0.910. (2) The reactants are CS([Cl:5])(=O)=O.[C:6]([O:10][C:11]([N:13]1[CH2:18][C@H:17]([CH2:19]O)[N:16]([CH2:21][C:22]([N:24]2[C:32]3[C:27](=[N:28][CH:29]=[C:30]([CH2:33][C:34]4[CH:39]=[CH:38][C:37]([F:40])=[CH:36][CH:35]=4)[CH:31]=3)[C:26]([CH3:42])([CH3:41])[CH2:25]2)=[O:23])[CH2:15][C@H:14]1[CH3:43])=[O:12])([CH3:9])([CH3:8])[CH3:7].C(N(CC)CC)C. The catalyst is C(Cl)Cl. The product is [C:6]([O:10][C:11]([N:13]1[CH2:18][C@H:17]([CH2:19][Cl:5])[N:16]([CH2:21][C:22]([N:24]2[C:32]3[C:27](=[N:28][CH:29]=[C:30]([CH2:33][C:34]4[CH:39]=[CH:38][C:37]([F:40])=[CH:36][CH:35]=4)[CH:31]=3)[C:26]([CH3:42])([CH3:41])[CH2:25]2)=[O:23])[CH2:15][C@H:14]1[CH3:43])=[O:12])([CH3:9])([CH3:8])[CH3:7]. The yield is 0.770. (3) No catalyst specified. The product is [C:43]1([B-:30]([C:24]2[CH:25]=[CH:26][CH:27]=[CH:28][CH:29]=2)([C:31]2[CH:32]=[CH:33][CH:34]=[CH:35][CH:36]=2)[C:37]2[CH:42]=[CH:41][CH:40]=[CH:39][CH:38]=2)[CH:44]=[CH:45][CH:46]=[CH:47][CH:48]=1.[C:10]([PH+:5]([C:1]([CH3:4])([CH3:3])[CH3:2])[C:6]([CH3:9])([CH3:8])[CH3:7])([CH3:11])([CH3:12])[CH3:13]. The yield is 0.770. The reactants are [C:1]([P:5]([C:10]([CH3:13])([CH3:12])[CH3:11])[C:6]([CH3:9])([CH3:8])[CH3:7])([CH3:4])([CH3:3])[CH3:2].FC(F)(F)C(O)C(F)(F)F.[C:24]1([B-:30]([C:43]2[CH:48]=[CH:47][CH:46]=[CH:45][CH:44]=2)([C:37]2[CH:42]=[CH:41][CH:40]=[CH:39][CH:38]=2)[C:31]2[CH:36]=[CH:35][CH:34]=[CH:33][CH:32]=2)[CH:29]=[CH:28][CH:27]=[CH:26][CH:25]=1.[Na+]. (4) The yield is 0.710. The product is [C:2]1(=[O:12])[NH:6][C:5](=[O:7])[C:4]2=[CH:8][CH:9]=[CH:10][CH:11]=[C:3]12. The catalyst is CN(C)C=O. The reactants are [K].[C:2]1(=[O:12])[NH:6][C:5](=[O:7])[C:4]2=[CH:8][CH:9]=[CH:10][CH:11]=[C:3]12. (5) The reactants are [CH3:1][NH:2][CH3:3].[CH:4]([N:17]1[CH2:20][CH:19](CS([O-])(=O)=O)[CH2:18]1)([C:11]1[CH:16]=[CH:15][CH:14]=[CH:13][CH:12]=1)[C:5]1[CH:10]=[CH:9][CH:8]=[CH:7][CH:6]=1. The catalyst is CC#N. The product is [CH:4]([N:17]1[CH2:20][CH:19]([N:2]([CH3:3])[CH3:1])[CH2:18]1)([C:11]1[CH:16]=[CH:15][CH:14]=[CH:13][CH:12]=1)[C:5]1[CH:10]=[CH:9][CH:8]=[CH:7][CH:6]=1. The yield is 0.920. (6) The reactants are [H-].[Na+].[CH2:3]([O:10][C:11]([N:13]([CH2:15][C:16]1[C:24]2[C:19](=[CH:20][CH:21]=[CH:22][CH:23]=2)[NH:18][CH:17]=1)[CH3:14])=[O:12])[C:4]1[CH:9]=[CH:8][CH:7]=[CH:6][CH:5]=1.[CH2:25](Br)[C:26]1[CH:31]=[CH:30][CH:29]=[CH:28][CH:27]=1. The catalyst is CN(C=O)C.O. The product is [CH2:3]([O:10][C:11]([N:13]([CH2:15][C:16]1[C:24]2[C:19](=[CH:20][CH:21]=[CH:22][CH:23]=2)[N:18]([CH2:25][C:26]2[CH:31]=[CH:30][CH:29]=[CH:28][CH:27]=2)[CH:17]=1)[CH3:14])=[O:12])[C:4]1[CH:9]=[CH:8][CH:7]=[CH:6][CH:5]=1. The yield is 0.930. (7) The reactants are CN(C(ON1N=NC2C=CC=CC1=2)=[N+](C)C)C.F[P-](F)(F)(F)(F)F.Cl.[CH3:26][S:27]([C:30]1[CH:31]=[CH:32][C:33]([CH2:36][NH2:37])=[N:34][CH:35]=1)(=[O:29])=[O:28].[CH3:38][C:39]1[N:44]([C:45]2[CH:50]=[CH:49][CH:48]=[C:47]([C:51]([F:54])([F:53])[F:52])[CH:46]=2)[C:43](=[O:55])[C:42]([C:56](O)=[O:57])=[CH:41][C:40]=1[C:59]1[N:60]([CH3:64])[N:61]=[CH:62][CH:63]=1.CC(N(C)C)=O. The catalyst is CN1C(=O)CCC1. The product is [CH3:38][C:39]1[N:44]([C:45]2[CH:50]=[CH:49][CH:48]=[C:47]([C:51]([F:54])([F:52])[F:53])[CH:46]=2)[C:43](=[O:55])[C:42]([C:56]([NH:37][CH2:36][C:33]2[CH:32]=[CH:31][C:30]([S:27]([CH3:26])(=[O:29])=[O:28])=[CH:35][N:34]=2)=[O:57])=[CH:41][C:40]=1[C:59]1[N:60]([CH3:64])[N:61]=[CH:62][CH:63]=1. The yield is 0.200. (8) The reactants are C1C=CC(P(C2C=CC=CC=2)C2C=CC=CC=2)=CC=1.CCN(CC)CC.C(Cl)(Cl)(Cl)Cl.[NH:32]=[C:33]([NH:35][NH:36][C:37]([C:39]1[C:44]([NH:45][C:46]2[CH:51]=[CH:50][C:49]([Br:52])=[CH:48][C:47]=2[F:53])=[C:43]([F:54])[C:42](=[O:55])[N:41]([CH3:56])[CH:40]=1)=O)[CH3:34]. The catalyst is C(Cl)Cl.C(OCC)(=O)C. The product is [Br:52][C:49]1[CH:50]=[CH:51][C:46]([NH:45][C:44]2[C:39]([C:37]3[NH:32][C:33]([CH3:34])=[N:35][N:36]=3)=[CH:40][N:41]([CH3:56])[C:42](=[O:55])[C:43]=2[F:54])=[C:47]([F:53])[CH:48]=1. The yield is 0.500.